From a dataset of Full USPTO retrosynthesis dataset with 1.9M reactions from patents (1976-2016). Predict the reactants needed to synthesize the given product. (1) Given the product [CH:27]1([CH2:26][CH2:25][N:2]2[CH2:7][CH2:6][CH2:5][CH:4]([C:8]3[CH:9]=[CH:10][C:11]([O:12][C:13]4[CH:21]=[CH:20][C:16]([C:17]([NH2:19])=[O:18])=[CH:15][N:14]=4)=[CH:22][CH:23]=3)[CH2:3]2)[CH2:32][CH2:31][CH2:30][CH2:29][CH2:28]1, predict the reactants needed to synthesize it. The reactants are: Cl.[NH:2]1[CH2:7][CH2:6][CH2:5][CH:4]([C:8]2[CH:23]=[CH:22][C:11]([O:12][C:13]3[CH:21]=[CH:20][C:16]([C:17]([NH2:19])=[O:18])=[CH:15][N:14]=3)=[CH:10][CH:9]=2)[CH2:3]1.Br[CH2:25][CH2:26][CH:27]1[CH2:32][CH2:31][CH2:30][CH2:29][CH2:28]1.C(=O)([O-])[O-].[K+].[K+]. (2) Given the product [Cl:1][C:2]1[C:3]([CH2:12][O:13][C:15]2[CH:20]=[CH:19][CH:18]=[CH:17][CH:16]=2)=[N:4][N:5]2[CH2:10][CH2:9][NH:8][C:7](=[O:11])[C:6]=12, predict the reactants needed to synthesize it. The reactants are: [Cl:1][C:2]1[C:3]([CH2:12][OH:13])=[N:4][N:5]2[CH2:10][CH2:9][NH:8][C:7](=[O:11])[C:6]=12.F[C:15]1[CH:20]=[CH:19][C:18](N2CCN3N=C(CO[C:15]4[CH:20]=[CH:19][C:18](C)=[CH:17][CH:16]=4)C=C3C2=O)=[CH:17][CH:16]=1. (3) Given the product [Cl:1][C:2]1[N:3]=[N:4][C:5]([N:37]2[CH2:38][CH2:39][CH:34]([N:31]3[C:27]4=[N:28][CH:29]=[N:30][C:25]([O:24][C:23]5[CH:22]=[CH:21][C:20]([S:17]([CH3:16])(=[O:18])=[O:19])=[CH:41][CH:40]=5)=[C:26]4[CH:33]=[N:32]3)[CH2:35][CH2:36]2)=[CH:6][CH:7]=1, predict the reactants needed to synthesize it. The reactants are: [Cl:1][C:2]1[N:3]=[N:4][C:5](Cl)=[CH:6][CH:7]=1.FC(F)(F)C(O)=O.[CH3:16][S:17]([C:20]1[CH:41]=[CH:40][C:23]([O:24][C:25]2[N:30]=[CH:29][N:28]=[C:27]3[N:31]([CH:34]4[CH2:39][CH2:38][NH:37][CH2:36][CH2:35]4)[N:32]=[CH:33][C:26]=23)=[CH:22][CH:21]=1)(=[O:19])=[O:18].C(=O)([O-])[O-].[K+].[K+].[Cl-].[NH4+]. (4) Given the product [NH2:8][C@H:9]([C:16]([NH:18][C@@H:19]([CH2:31][CH2:32][C:33]([O:35][CH3:36])=[O:34])[C:20]([NH:22][CH2:23][C:24]1[CH:25]=[CH:26][C:27]([I:30])=[CH:28][CH:29]=1)=[O:21])=[O:17])[CH2:10][CH2:11][C:12]([O:14][CH3:15])=[O:13], predict the reactants needed to synthesize it. The reactants are: C(OC([NH:8][C@H:9]([C:16]([NH:18][C@@H:19]([CH2:31][CH2:32][C:33]([O:35][CH3:36])=[O:34])[C:20]([NH:22][CH2:23][C:24]1[CH:29]=[CH:28][C:27]([I:30])=[CH:26][CH:25]=1)=[O:21])=[O:17])[CH2:10][CH2:11][C:12]([O:14][CH3:15])=[O:13])=O)(C)(C)C. (5) Given the product [CH3:30][O:31][CH:2]([O:23][CH3:22])[CH:1]1[CH2:6][CH2:5][CH:4]([CH:3]=[O:18])[CH2:7]1, predict the reactants needed to synthesize it. The reactants are: [CH:1]12[CH2:7][CH:4]([CH2:5][CH2:6]1)[CH:3]=[CH:2]2.O=[O+][O-].C1(C)C=CC(S(O)(=O)=[O:18])=CC=1.[C:22](=O)(O)[O-:23].[Na+].CSC.[CH3:30][OH:31]. (6) The reactants are: [C:1]1([CH3:11])[CH:6]=[CH:5][C:4]([S:7](Cl)(=[O:9])=[O:8])=[CH:3][CH:2]=1.C(N(CC)CC)C.[F:19][C:20]1[CH:21]=[C:22]2[C:26](=[CH:27][CH:28]=1)[NH:25][C:24]([CH:29]=[O:30])=[CH:23]2.C(=O)(O)[O-].[Na+]. Given the product [F:19][C:20]1[CH:21]=[C:22]2[C:26](=[CH:27][CH:28]=1)[N:25]([S:7]([C:4]1[CH:5]=[CH:6][C:1]([CH3:11])=[CH:2][CH:3]=1)(=[O:9])=[O:8])[C:24]([CH:29]=[O:30])=[CH:23]2, predict the reactants needed to synthesize it. (7) Given the product [Cl:11][C:12]1[CH:21]=[CH:20][CH:19]=[C:18]2[C:13]=1[N:14]=[C:15]([C:24]1[CH:29]=[CH:28][CH:27]=[CH:26][C:25]=1[Cl:30])[C:16]([CH2:22][NH:23][C:2]1[N:10]=[CH:9][N:8]=[C:7]3[C:3]=1[N:4]=[CH:5][NH:6]3)=[N:17]2, predict the reactants needed to synthesize it. The reactants are: Br[C:2]1[N:10]=[CH:9][N:8]=[C:7]2[C:3]=1[NH:4][CH:5]=[N:6]2.[Cl:11][C:12]1[CH:21]=[CH:20][CH:19]=[C:18]2[C:13]=1[N:14]=[C:15]([C:24]1[CH:29]=[CH:28][CH:27]=[CH:26][C:25]=1[Cl:30])[C:16]([CH2:22][NH2:23])=[N:17]2.C(N(CC)C(C)C)(C)C.C(O)CCC. (8) Given the product [F:43][C:2]([F:1])([F:42])[C:3]1[CH:4]=[C:5]([CH:35]=[C:36]([C:38]([F:39])([F:40])[F:41])[CH:37]=1)[CH2:6][N:7]([CH2:23][C:24]1[CH:29]=[C:28]([C:30]([F:33])([F:32])[F:31])[CH:27]=[CH:26][C:25]=1[OH:34])[C:8]1[N:9]=[CH:10][C:11]([O:14][CH2:15][CH2:16][CH2:17][C:18]([OH:20])=[O:19])=[CH:12][N:13]=1, predict the reactants needed to synthesize it. The reactants are: [F:1][C:2]([F:43])([F:42])[C:3]1[CH:4]=[C:5]([CH:35]=[C:36]([C:38]([F:41])([F:40])[F:39])[CH:37]=1)[CH2:6][N:7]([CH2:23][C:24]1[CH:29]=[C:28]([C:30]([F:33])([F:32])[F:31])[CH:27]=[CH:26][C:25]=1[OH:34])[C:8]1[N:13]=[CH:12][C:11]([O:14][CH2:15][CH2:16][CH2:17][C:18]([O:20]CC)=[O:19])=[CH:10][N:9]=1.[OH-].[Na+].Cl.C(OCC)(=O)C.